Dataset: Merck oncology drug combination screen with 23,052 pairs across 39 cell lines. Task: Regression. Given two drug SMILES strings and cell line genomic features, predict the synergy score measuring deviation from expected non-interaction effect. (1) Drug 1: O=S1(=O)NC2(CN1CC(F)(F)F)C1CCC2Cc2cc(C=CCN3CCC(C(F)(F)F)CC3)ccc2C1. Drug 2: Cc1nc(Nc2ncc(C(=O)Nc3c(C)cccc3Cl)s2)cc(N2CCN(CCO)CC2)n1. Cell line: SKMEL30. Synergy scores: synergy=-16.4. (2) Drug 1: CC(=O)OC1C(=O)C2(C)C(O)CC3OCC3(OC(C)=O)C2C(OC(=O)c2ccccc2)C2(O)CC(OC(=O)C(O)C(NC(=O)c3ccccc3)c3ccccc3)C(C)=C1C2(C)C. Drug 2: CS(=O)(=O)CCNCc1ccc(-c2ccc3ncnc(Nc4ccc(OCc5cccc(F)c5)c(Cl)c4)c3c2)o1. Cell line: SKOV3. Synergy scores: synergy=29.8. (3) Drug 1: O=P1(N(CCCl)CCCl)NCCCO1. Drug 2: CCc1cnn2c(NCc3ccc[n+]([O-])c3)cc(N3CCCCC3CCO)nc12. Cell line: UWB1289BRCA1. Synergy scores: synergy=-7.62. (4) Drug 1: O=c1[nH]cc(F)c(=O)[nH]1. Drug 2: COC1CC2CCC(C)C(O)(O2)C(=O)C(=O)N2CCCCC2C(=O)OC(C(C)CC2CCC(OP(C)(C)=O)C(OC)C2)CC(=O)C(C)C=C(C)C(O)C(OC)C(=O)C(C)CC(C)C=CC=CC=C1C. Cell line: SW837. Synergy scores: synergy=12.4. (5) Drug 1: CC(=O)OC1C(=O)C2(C)C(O)CC3OCC3(OC(C)=O)C2C(OC(=O)c2ccccc2)C2(O)CC(OC(=O)C(O)C(NC(=O)c3ccccc3)c3ccccc3)C(C)=C1C2(C)C. Drug 2: N#Cc1ccc(Cn2cncc2CN2CCN(c3cccc(Cl)c3)C(=O)C2)cc1. Cell line: A427. Synergy scores: synergy=25.4.